This data is from Full USPTO retrosynthesis dataset with 1.9M reactions from patents (1976-2016). The task is: Predict the reactants needed to synthesize the given product. The reactants are: [Cl:1][C:2]1[CH:7]=[CH:6][C:5](/[CH:8]=[CH:9]/[C:10]([N:12]2[CH2:17][CH2:16][CH:15]([CH2:18][C:19]([OH:21])=O)[CH2:14][CH2:13]2)=[O:11])=[C:4]([CH2:22][N:23]2[N:27]=[N:26][C:25]([CH3:28])=[N:24]2)[CH:3]=1.CN(C(ON1N=NC2C=CC=NC1=2)=[N+](C)C)C.F[P-](F)(F)(F)(F)F.[C:53]([NH:56][NH2:57])(=[O:55])[CH3:54].CCN(C(C)C)C(C)C. Given the product [C:53]([NH:56][NH:57][C:19](=[O:21])[CH2:18][CH:15]1[CH2:16][CH2:17][N:12]([C:10](=[O:11])/[CH:9]=[CH:8]/[C:5]2[CH:6]=[CH:7][C:2]([Cl:1])=[CH:3][C:4]=2[CH2:22][N:23]2[N:27]=[N:26][C:25]([CH3:28])=[N:24]2)[CH2:13][CH2:14]1)(=[O:55])[CH3:54], predict the reactants needed to synthesize it.